Predict the product of the given reaction. From a dataset of Forward reaction prediction with 1.9M reactions from USPTO patents (1976-2016). (1) Given the reactants Cl[C:2]1[N:7]=[C:6]([N:8]2[C@@H:12]([C:13]3[CH:18]=[CH:17][CH:16]=[CH:15][CH:14]=3)[CH2:11][O:10][C:9]2=[O:19])[C:5]([F:20])=[CH:4][N:3]=1.[CH:21]1([C@@H:24]([NH2:26])[CH3:25])[CH2:23][CH2:22]1.CCN(C(C)C)C(C)C, predict the reaction product. The product is: [CH:21]1([C@@H:24]([NH:26][C:2]2[N:7]=[C:6]([N:8]3[C@@H:12]([C:13]4[CH:18]=[CH:17][CH:16]=[CH:15][CH:14]=4)[CH2:11][O:10][C:9]3=[O:19])[C:5]([F:20])=[CH:4][N:3]=2)[CH3:25])[CH2:23][CH2:22]1. (2) Given the reactants [Cl:1][C:2]1[CH:10]=[CH:9][CH:8]=[CH:7][C:3]=1[C:4]([OH:6])=O.[CH3:11][C:12]1[N:17]=[CH:16][C:15]([CH:18]([CH:21]2[CH2:26][CH2:25][O:24][CH2:23][CH2:22]2)[CH2:19][NH2:20])=[CH:14][N:13]=1, predict the reaction product. The product is: [Cl:1][C:2]1[CH:10]=[CH:9][CH:8]=[CH:7][C:3]=1[C:4]([NH:20][CH2:19][CH:18]([C:15]1[CH:16]=[N:17][C:12]([CH3:11])=[N:13][CH:14]=1)[CH:21]1[CH2:22][CH2:23][O:24][CH2:25][CH2:26]1)=[O:6].